This data is from Reaction yield outcomes from USPTO patents with 853,638 reactions. The task is: Predict the reaction yield, written as a fraction of the theoretical maximum amount of product (1.0 means a 100% yield; for example, 0.34 means a 34% yield). (1) The reactants are [CH3:1][O:2][C:3]([NH2:5])=N.Cl.C[O:8][C:9](=O)[CH2:10][C:11]#[N:12].[CH3:14][O-].[Na+]. The catalyst is CO. The product is [CH3:1][O:2][CH:3]1[CH2:14][C:11](=[NH:12])[CH2:10][C:9](=[O:8])[NH:5]1. The yield is 0.760. (2) The reactants are [C:1]([O:5][C:6]([N:8]([C:29]([O:31][C:32]([CH3:35])([CH3:34])[CH3:33])=[O:30])[C@H:9]([C:21]([O:23][CH:24]1[CH2:28][CH2:27][CH2:26][CH2:25]1)=[O:22])[CH2:10][CH2:11][CH2:12][O:13][Si:14]([C:17]([CH3:20])([CH3:19])[CH3:18])([CH3:16])[CH3:15])=[O:7])([CH3:4])([CH3:3])[CH3:2].[CH3:36][Si]([N-][Si](C)(C)C)(C)C.[K+].CI. The catalyst is C1COCC1. The yield is 0.890. The product is [C:32]([O:31][C:29]([N:8]([C:6]([O:5][C:1]([CH3:2])([CH3:3])[CH3:4])=[O:7])[C@:9]([CH3:36])([C:21]([O:23][CH:24]1[CH2:25][CH2:26][CH2:27][CH2:28]1)=[O:22])[CH2:10][CH2:11][CH2:12][O:13][Si:14]([C:17]([CH3:20])([CH3:19])[CH3:18])([CH3:15])[CH3:16])=[O:30])([CH3:35])([CH3:34])[CH3:33]. (3) The reactants are [C:1]([O:5][C:6]([NH:8][C@H:9]([CH2:29][C:30]1[CH:35]=[C:34]([F:36])[C:33]([F:37])=[CH:32][C:31]=1[F:38])[CH2:10][C:11]([N:13]1[CH2:18][CH2:17][N:16]2[C:19]([C:25]([F:28])([F:27])[F:26])=[N:20][C:21]([C:22]([OH:24])=[O:23])=[C:15]2[CH2:14]1)=[O:12])=[O:7])([CH3:4])([CH3:3])[CH3:2].O=C1N(P(Cl)(N2CCOC2=O)=O)CCO1.[CH:54](O[Na])([CH3:56])[CH3:55].[Cl-].[NH4+]. The catalyst is C(O)(C)C.C(N(CC)CC)C.ClCCl. The product is [CH:54]([O:23][C:22]([C:21]1[N:20]=[C:19]([C:25]([F:27])([F:28])[F:26])[N:16]2[CH2:17][CH2:18][N:13]([C:11](=[O:12])[CH2:10][C@H:9]([NH:8][C:6]([O:5][C:1]([CH3:4])([CH3:2])[CH3:3])=[O:7])[CH2:29][C:30]3[CH:35]=[C:34]([F:36])[C:33]([F:37])=[CH:32][C:31]=3[F:38])[CH2:14][C:15]=12)=[O:24])([CH3:56])[CH3:55]. The yield is 0.578. (4) The reactants are Cl[CH2:2][C:3]1[S:4][C:5]([C:8]2[CH:13]=[CH:12][C:11]([C:14]([F:17])([F:16])[F:15])=[CH:10][CH:9]=2)=[CH:6][CH:7]=1.[CH2:18]([C@H:25]1[CH2:29][O:28][C:27](=[O:30])[N:26]1[C:31](=[O:46])[CH2:32][C@@H:33]([C:39]1[CH:44]=[CH:43][C:42]([OH:45])=[CH:41][CH:40]=1)[C:34]1[CH:38]=[CH:37][O:36][N:35]=1)[C:19]1[CH:24]=[CH:23][CH:22]=[CH:21][CH:20]=1.C([O-])([O-])=O.[Cs+].[Cs+]. The catalyst is CN(C=O)C.CCOC(C)=O. The product is [O:36]1[CH:37]=[CH:38][C:34]([C@H:33]([C:39]2[CH:44]=[CH:43][C:42]([O:45][CH2:2][C:3]3[S:4][C:5]([C:8]4[CH:13]=[CH:12][C:11]([C:14]([F:17])([F:16])[F:15])=[CH:10][CH:9]=4)=[CH:6][CH:7]=3)=[CH:41][CH:40]=2)[CH2:32][C:31]([N:26]2[C@@H:25]([CH2:18][C:19]3[CH:24]=[CH:23][CH:22]=[CH:21][CH:20]=3)[CH2:29][O:28][C:27]2=[O:30])=[O:46])=[N:35]1. The yield is 0.540. (5) No catalyst specified. The yield is 0.760. The product is [CH3:23][N:24]([CH:26]=[N:20][C:18]([C:3]1[C:2](=[O:1])[CH:7]=[CH:6][N:5]([C:8]2[CH:13]=[CH:12][CH:11]=[C:10]([C:14]([F:17])([F:16])[F:15])[CH:9]=2)[N:4]=1)=[O:19])[CH3:25]. The reactants are [O:1]=[C:2]1[CH:7]=[CH:6][N:5]([C:8]2[CH:13]=[CH:12][CH:11]=[C:10]([C:14]([F:17])([F:16])[F:15])[CH:9]=2)[N:4]=[C:3]1[C:18]([NH2:20])=[O:19].CO[CH:23](OC)[N:24]([CH3:26])[CH3:25]. (6) The reactants are [NH2:1][C:2]1[CH:10]=[CH:9][CH:8]=[C:7]2[C:3]=1[C:4](=[O:21])[N:5]([C:12]1([CH3:20])[CH2:17][CH2:16][C:15](=[O:18])[NH:14][C:13]1=[O:19])[C:6]2=[O:11].[C:22](Cl)(=[O:29])[CH2:23][CH2:24][CH2:25][CH2:26][CH2:27][CH3:28].CO. The catalyst is C1COCC1. The product is [CH3:20][C:12]1([N:5]2[C:4](=[O:21])[C:3]3[C:7](=[CH:8][CH:9]=[CH:10][C:2]=3[NH:1][C:22](=[O:29])[CH2:23][CH2:24][CH2:25][CH2:26][CH2:27][CH3:28])[C:6]2=[O:11])[CH2:17][CH2:16][C:15](=[O:18])[NH:14][C:13]1=[O:19]. The yield is 0.740. (7) The reactants are C([N+](CCCC)(CCCC)CCCC)CCC.[P:18]([O:22][CH2:23][C@@H:24]1[C@@H:28]([O:29][P:30]([O:33][CH2:34][C@@H:35]2[C@@H:39]([OH:40])[C@@H:38]([OH:41])[C@H:37]([N:42]3[CH:50]=[N:49][C:48]4[C:43]3=[N:44][CH:45]=[N:46][C:47]=4[NH2:51])[O:36]2)([OH:32])=[O:31])[CH2:27][C@H:26]([N:52]2[CH:57]=[CH:56][C:55]([NH2:58])=[N:54][C:53]2=[O:59])[O:25]1)([OH:21])([OH:20])=[O:19].[N:60]([CH2:63][CH:64]([S:81][S:82][CH:83]([CH3:85])[CH3:84])[CH2:65][C@H:66]([NH:73][C:74]([O:76][C:77]([CH3:80])([CH3:79])[CH3:78])=[O:75])[C:67](OCC#N)=[O:68])=[N+:61]=[N-:62]. The product is [N:60]([CH2:63][CH:64]([S:81][S:82][CH:83]([CH3:85])[CH3:84])[CH2:65][C@@H:66]([NH:73][C:74]([O:76][C:77]([CH3:78])([CH3:79])[CH3:80])=[O:75])[C:67]([O:40][C@H:39]1[C@@H:38]([OH:41])[C@H:37]([N:42]2[CH:50]=[N:49][C:48]3[C:43]2=[N:44][CH:45]=[N:46][C:47]=3[NH2:51])[O:36][C@H:35]1[CH2:34][O:33][P:30]([O:29][C@H:28]1[CH2:27][C@H:26]([N:52]2[CH:57]=[CH:56][C:55]([NH2:58])=[N:54][C:53]2=[O:59])[O:25][C@@H:24]1[CH2:23][O:22][P:18]([OH:21])([OH:20])=[O:19])([OH:32])=[O:31])=[O:68])=[N+:61]=[N-:62]. The catalyst is O.O1CCCC1. The yield is 0.410.